This data is from Forward reaction prediction with 1.9M reactions from USPTO patents (1976-2016). The task is: Predict the product of the given reaction. (1) The product is: [F:28][C:24]1[CH:25]=[CH:26][C:27]2[CH:19]([CH2:18][N:8]3[CH2:9][CH2:10][NH:11][CH2:12][C:13]3=[O:14])[CH2:20][CH2:21][C:22]=2[C:23]=1[C:29]#[N:30]. Given the reactants C(OC([N:8]([CH2:18][CH:19]1[C:27]2[C:22](=[C:23]([C:29]#[N:30])[C:24]([F:28])=[CH:25][CH:26]=2)[CH2:21][CH2:20]1)[CH2:9][CH2:10][NH:11][CH2:12][C:13](OCC)=[O:14])=O)(C)(C)C.Cl, predict the reaction product. (2) Given the reactants [CH3:1][C:2]1[CH:7]=[C:6]([S:8][CH2:9][C:10]2[CH:15]=[CH:14][CH:13]=[C:12]([C:16]3[CH:21]=[CH:20][C:19]([C:22]([F:25])([F:24])[F:23])=[CH:18][CH:17]=3)[N:11]=2)[CH:5]=[CH:4][C:3]=1[O:26][CH2:27][C:28]([O:30]CC)=[O:29].[OH-].[Na+].Cl.CCOC(C)=O, predict the reaction product. The product is: [CH3:1][C:2]1[CH:7]=[C:6]([S:8][CH2:9][C:10]2[CH:15]=[CH:14][CH:13]=[C:12]([C:16]3[CH:21]=[CH:20][C:19]([C:22]([F:23])([F:24])[F:25])=[CH:18][CH:17]=3)[N:11]=2)[CH:5]=[CH:4][C:3]=1[O:26][CH2:27][C:28]([OH:30])=[O:29]. (3) Given the reactants C(OC(C1C(OC)=C(CC(B(O)O)NC(=O)CC2CCC(N(C(OC(C)(C)C)=O)[CH2:26][S:27]C)CC2)C=CC=1)=O)(C)(C)C.C(OC([N:49]([CH2:80][CH2:81]NS(C)(=O)=O)[CH:50]1[CH2:55][CH2:54][CH:53]([CH2:56][C:57]([NH:59][C@H:60]([B:77]([OH:79])[OH:78])[CH2:61][C:62]2[CH:67]=[CH:66][CH:65]=[C:64]([C:68]([O:70]C(C)(C)C)=[O:69])[C:63]=2OC)=[O:58])[CH2:52][CH2:51]1)=O)(C)(C)C, predict the reaction product. The product is: [OH:79][B:77]1[C@@H:60]([NH:59][C:57](=[O:58])[CH2:56][C@H:53]2[CH2:52][CH2:51][C@H:50]([NH:49][CH2:80][CH2:81][S:27][CH3:26])[CH2:55][CH2:54]2)[CH2:61][C:62]2[CH:67]=[CH:66][CH:65]=[C:64]([C:68]([OH:70])=[O:69])[C:63]=2[O:78]1.